The task is: Predict the product of the given reaction.. This data is from Forward reaction prediction with 1.9M reactions from USPTO patents (1976-2016). (1) Given the reactants Br[C:2]1[CH:7]=[CH:6][CH:5]=[CH:4][C:3]=1[CH2:8][C:9]([OH:11])=[O:10].[I:12][C:13]1[CH:14]=[C:15]([CH:17]=[CH:18][CH:19]=1)[NH2:16], predict the reaction product. The product is: [I:12][C:13]1[CH:14]=[C:15]([NH:16][C:2]2[CH:7]=[CH:6][CH:5]=[CH:4][C:3]=2[CH2:8][C:9]([OH:11])=[O:10])[CH:17]=[CH:18][CH:19]=1. (2) Given the reactants Br[C:2]1[CH:7]=[CH:6][CH:5]=[CH:4][C:3]=1[S:8]([NH:11][C@@H:12]([CH3:15])[CH2:13][OH:14])(=[O:10])=[O:9].[NH2:16][C:17]1[C:18]([C:39]#[N:40])=[N:19][C:20]([C:23]2[CH:28]=[CH:27][C:26](B3OC(C)(C)C(C)(C)O3)=[CH:25][C:24]=2[F:38])=[CH:21][N:22]=1, predict the reaction product. The product is: [NH2:16][C:17]1[N:22]=[CH:21][C:20]([C:23]2[CH:28]=[CH:27][C:26]([C:2]3[C:3]([S:8]([NH:11][C@@H:12]([CH3:15])[CH2:13][OH:14])(=[O:10])=[O:9])=[CH:4][CH:5]=[CH:6][CH:7]=3)=[CH:25][C:24]=2[F:38])=[N:19][C:18]=1[C:39]#[N:40]. (3) Given the reactants [CH2:1]([NH2:4])[C:2]#[CH:3].C(N(CC)CC)C.[CH2:12]([C:14]1[CH:19]=[CH:18][C:17]([CH:20]2[CH2:25][N:24]([C:26]([N:28]3[CH2:33][CH2:32][O:31][CH2:30][CH2:29]3)=[O:27])[CH2:23][CH:22]([C:34](Cl)=[O:35])[CH2:21]2)=[CH:16][CH:15]=1)[CH3:13].O, predict the reaction product. The product is: [CH2:12]([C:14]1[CH:19]=[CH:18][C:17]([CH:20]2[CH2:25][N:24]([C:26]([N:28]3[CH2:33][CH2:32][O:31][CH2:30][CH2:29]3)=[O:27])[CH2:23][CH:22]([C:34]([NH:4][CH2:1][C:2]#[CH:3])=[O:35])[CH2:21]2)=[CH:16][CH:15]=1)[CH3:13]. (4) Given the reactants [Br:1][C:2]1[CH:3]=[C:4]([O:11][Si](C(C)(C)C)(C)C)[CH:5]=[C:6]2[C:10]=1[NH:9][CH:8]=[CH:7]2.C(Cl)Cl.[F-].C([N+](CCCC)(CCCC)CCCC)CCC, predict the reaction product. The product is: [Br:1][C:2]1[CH:3]=[C:4]([OH:11])[CH:5]=[C:6]2[C:10]=1[NH:9][CH:8]=[CH:7]2. (5) Given the reactants [C:1]([C:3]1([C:6]2[CH:7]=[C:8]([CH:12]=[CH:13][CH:14]=2)[C:9](O)=[O:10])[CH2:5][CH2:4]1)#[N:2].C(Cl)(=O)C([Cl:18])=O, predict the reaction product. The product is: [C:1]([C:3]1([C:6]2[CH:7]=[C:8]([CH:12]=[CH:13][CH:14]=2)[C:9]([Cl:18])=[O:10])[CH2:5][CH2:4]1)#[N:2]. (6) Given the reactants [C:1]1([C:7](=[O:11])[CH2:8][CH2:9][CH3:10])[CH:6]=[CH:5][CH:4]=[CH:3][CH:2]=1.[Li+].C[Si]([N-][Si](C)(C)C)(C)C.[CH2:22]([O:29][C:30]1[CH:35]=[C:34]([CH2:36]Br)[CH:33]=[CH:32][C:31]=1[N+:38]([O-:40])=[O:39])[C:23]1[CH:28]=[CH:27][CH:26]=[CH:25][CH:24]=1, predict the reaction product. The product is: [CH2:22]([O:29][C:30]1[CH:35]=[C:34]([CH:33]=[CH:32][C:31]=1[N+:38]([O-:40])=[O:39])[CH2:36][CH:8]([CH2:9][CH3:10])[C:7]([C:1]1[CH:6]=[CH:5][CH:4]=[CH:3][CH:2]=1)=[O:11])[C:23]1[CH:28]=[CH:27][CH:26]=[CH:25][CH:24]=1. (7) The product is: [NH2:1][C:2]1[CH:7]=[CH:6][CH:5]=[CH:4][C:3]=1[NH:8][C:9](=[O:27])[C:10]1[CH:15]=[CH:14][C:13]([N:16]2[CH2:21][CH2:20][C:19]3([CH2:26][CH2:25][NH:24][CH2:23][CH2:22]3)[CH2:18][CH2:17]2)=[N:12][CH:11]=1.[C:28]([OH:34])([C:30]([F:33])([F:32])[F:31])=[O:29]. Given the reactants [NH2:1][C:2]1[CH:7]=[CH:6][CH:5]=[CH:4][C:3]=1[NH:8][C:9](=[O:27])[C:10]1[CH:15]=[CH:14][C:13]([N:16]2[CH2:21][CH2:20][C:19]3([CH2:26][CH2:25][NH:24][CH2:23][CH2:22]3)[CH2:18][CH2:17]2)=[N:12][CH:11]=1.[C:28]([OH:34])([C:30]([F:33])([F:32])[F:31])=[O:29].C(Cl)Cl, predict the reaction product.